The task is: Predict which catalyst facilitates the given reaction.. This data is from Catalyst prediction with 721,799 reactions and 888 catalyst types from USPTO. (1) Reactant: [NH:1]([C:9]([O:11][C:12]([CH3:15])([CH3:14])[CH3:13])=[O:10])[C@H:2]([C:6]([OH:8])=O)[CH:3]([CH3:5])[CH3:4].C(N1[CH:27]=[CH:26]N=C1)(N1C=CN=C1)=O.[Cl-].[Mg+2].[Cl-].C(O)(=O)[CH2:32][C:33]([OH:35])=[O:34].C([K])C. Product: [C:12]([O:11][C:9]([NH:1][C@@H:2]([CH:3]([CH3:4])[CH3:5])[C:6](=[O:8])[CH2:32][C:33]([O:35][CH2:26][CH3:27])=[O:34])=[O:10])([CH3:15])([CH3:14])[CH3:13]. The catalyst class is: 1. (2) Reactant: [N+:1]([C:4]1[CH:5]=[C:6]2[C:10](=[CH:11][CH:12]=1)[NH:9][C:8]([C:13]1[CH:18]=[CH:17][CH:16]=[CH:15][N:14]=1)=[CH:7]2)([O-])=O. Product: [NH:14]1[CH2:15][CH2:16][CH2:17][CH2:18][CH:13]1[C:8]1[NH:9][C:10]2[C:6]([CH:7]=1)=[CH:5][C:4]([NH2:1])=[CH:12][CH:11]=2. The catalyst class is: 5. (3) Reactant: C([O:3][C:4]([CH:6]1[C:12]2[NH:13][C:14]3[CH:15]=[CH:16][CH:17]=[CH:18][C:19]=3[C:11]=2[CH2:10][CH2:9][N:8]([C:20](=[O:28])[C:21]2[CH:26]=[CH:25][C:24]([F:27])=[CH:23][CH:22]=2)[CH2:7]1)=[O:5])C.[OH-].[Na+].CC(O)=O. Product: [F:27][C:24]1[CH:23]=[CH:22][C:21]([C:20]([N:8]2[CH2:9][CH2:10][C:11]3[C:19]4[CH:18]=[CH:17][CH:16]=[CH:15][C:14]=4[NH:13][C:12]=3[CH:6]([C:4]([OH:5])=[O:3])[CH2:7]2)=[O:28])=[CH:26][CH:25]=1. The catalyst class is: 38. (4) Reactant: [NH:1]([CH2:8][CH2:9][N:10]1[C:15](=[O:16])[C:14]2[CH:17]=[C:18]([CH2:20][CH3:21])[S:19][C:13]=2[NH:12][C:11]1=[O:22])[C:2]1[CH:7]=[CH:6][CH:5]=[CH:4][CH:3]=1.Br[CH2:24][C:25]1[CH:30]=[CH:29][C:28]([C:31]2[CH:36]=[CH:35][CH:34]=[CH:33][C:32]=2[C:37]2[N:41]=[C:40](C(Cl)(Cl)Cl)[O:39][N:38]=2)=[CH:27][CH:26]=1.C(=O)([O-])[O-:47].[K+].[K+].CN(C)C=O. Product: [NH:1]([CH2:8][CH2:9][N:10]1[C:15](=[O:16])[C:14]2[CH:17]=[C:18]([CH2:20][CH3:21])[S:19][C:13]=2[N:12]([CH2:24][C:25]2[CH:30]=[CH:29][C:28]([C:31]3[CH:36]=[CH:35][CH:34]=[CH:33][C:32]=3[C:37]3[NH:41][C:40](=[O:47])[O:39][N:38]=3)=[CH:27][CH:26]=2)[C:11]1=[O:22])[C:2]1[CH:3]=[CH:4][CH:5]=[CH:6][CH:7]=1. The catalyst class is: 13. (5) Reactant: C([NH:3][C:4]1[CH:12]=[C:11]([C:13]#[N:14])[C:7]2[NH:8][CH:9]=[N:10][C:6]=2[C:5]=1[CH3:15])=O.Cl.[OH-].[Na+]. Product: [NH2:3][C:4]1[CH:12]=[C:11]([C:13]#[N:14])[C:7]2[NH:8][CH:9]=[N:10][C:6]=2[C:5]=1[CH3:15]. The catalyst class is: 6. (6) Product: [Cl:19][C:16]([F:18])([F:17])[O:15][C:12]1[CH:13]=[CH:14][C:9]([NH:8][C:6](=[O:7])[C:5]2[CH:20]=[C:21]([C:22]3[CH:23]=[N:24][CH:25]=[N:26][CH:27]=3)[C:2]([N:33]3[CH2:34][C@@H:30]([CH2:29][OH:28])[C@H:31]([OH:35])[CH2:32]3)=[N:3][CH:4]=2)=[CH:10][CH:11]=1. Reactant: Cl[C:2]1[C:21]([C:22]2[CH:23]=[N:24][CH:25]=[N:26][CH:27]=2)=[CH:20][C:5]([C:6]([NH:8][C:9]2[CH:14]=[CH:13][C:12]([O:15][C:16]([Cl:19])([F:18])[F:17])=[CH:11][CH:10]=2)=[O:7])=[CH:4][N:3]=1.[OH:28][CH2:29][C@@H:30]1[CH2:34][NH:33][CH2:32][C@H:31]1[OH:35].Cl.CCN(C(C)C)C(C)C. The catalyst class is: 378. (7) Reactant: [CH3:1][O:2][C:3]1[CH:4]=[C:5]([OH:11])[CH:6]=[C:7]([O:9][CH3:10])[CH:8]=1.Cl[CH2:13]C#N.C[CH2:17][O:18]CC. Product: [CH3:10][O:9][C:7]1[C:8]2[C:17](=[O:18])[CH2:1][O:2][C:3]=2[CH:4]=[C:5]([O:11][CH3:13])[CH:6]=1. The catalyst class is: 530.